This data is from Catalyst prediction with 721,799 reactions and 888 catalyst types from USPTO. The task is: Predict which catalyst facilitates the given reaction. (1) Product: [CH3:1][C@H:2]1[O:7][C@@H:6]([CH3:8])[CH2:5][N:4]([CH2:9][CH2:10][CH2:11][O:12][C:13]2[CH:14]=[CH:15][C:16]3[C:17]4[N:18]([CH2:26][CH2:27][N:28]=4)[C:19]([NH:25][C:29](=[O:36])[C:30]4[CH:35]=[CH:34][CH:33]=[N:32][CH:31]=4)=[N:20][C:21]=3[C:22]=2[O:23][CH3:24])[CH2:3]1. The catalyst class is: 31. Reactant: [CH3:1][C@H:2]1[O:7][C@@H:6]([CH3:8])[CH2:5][N:4]([CH2:9][CH2:10][CH2:11][O:12][C:13]2[CH:14]=[CH:15][C:16]3[C:17]4[N:18]([CH2:26][CH2:27][N:28]=4)[C:19]([NH2:25])=[N:20][C:21]=3[C:22]=2[O:23][CH3:24])[CH2:3]1.[C:29](O)(=[O:36])[C:30]1[CH:35]=[CH:34][CH:33]=[N:32][CH:31]=1.C1CN([P+](ON2N=NC3C=CC=CC2=3)(N2CCCC2)N2CCCC2)CC1.F[P-](F)(F)(F)(F)F.C(N(C(C)C)CC)(C)C. (2) Reactant: [CH:1]([NH:3][N:4]1[CH:8]=[C:7]([CH3:9])[CH:6]=[C:5]1[C:10]([NH2:12])=[O:11])=O.C[O-].[Na+]. Product: [CH3:9][C:7]1[CH:6]=[C:5]2[N:4]([CH:8]=1)[N:3]=[CH:1][NH:12][C:10]2=[O:11]. The catalyst class is: 5.